From a dataset of Catalyst prediction with 721,799 reactions and 888 catalyst types from USPTO. Predict which catalyst facilitates the given reaction. (1) The catalyst class is: 159. Product: [CH3:21][O:22][C:23]1[CH:28]=[C:27]([C:4](=[O:5])/[CH:3]=[CH:2]/[C:1]([O:6][CH2:12][CH3:13])=[O:7])[CH:26]=[CH:25][C:24]=1[O:29][CH3:30]. Reactant: [C:1]1(=[O:7])[O:6][C:4](=[O:5])[CH:3]=[CH:2]1.S(OCC)(O[CH2:12][CH3:13])(=O)=O.[Cl-].[Al+3].[Cl-].[Cl-].[CH3:21][O:22][C:23]1[CH:28]=[CH:27][CH:26]=[CH:25][C:24]=1[O:29][CH3:30].Cl. (2) Reactant: CC1(C)C(C)(C)OB([C:9]2[CH:10]=[N:11][C:12]([N:17]3[CH2:22][CH2:21][N:20]([C:23]4[O:24][C:25]([C:28]([F:31])([F:30])[F:29])=[N:26][N:27]=4)[CH2:19][CH2:18]3)=[C:13]([CH:16]=2)[C:14]#[N:15])O1.Br[C:34]1[CH:39]=[CH:38][C:37]([N:40]2[C:44](=[O:45])[N:43]([CH:46]([CH3:48])[CH3:47])[N:42]=[CH:41]2)=[CH:36][CH:35]=1.C(=O)([O-])[O-].[Na+].[Na+]. Product: [CH:46]([N:43]1[C:44](=[O:45])[N:40]([C:37]2[CH:38]=[CH:39][C:34]([C:9]3[CH:10]=[N:11][C:12]([N:17]4[CH2:22][CH2:21][N:20]([C:23]5[O:24][C:25]([C:28]([F:29])([F:30])[F:31])=[N:26][N:27]=5)[CH2:19][CH2:18]4)=[C:13]([CH:16]=3)[C:14]#[N:15])=[CH:35][CH:36]=2)[CH:41]=[N:42]1)([CH3:48])[CH3:47]. The catalyst class is: 427. (3) Reactant: [H-].[Na+].[CH3:3][O:4][C:5]1[CH:10]=[CH:9][CH:8]=[C:7]([O:11][CH2:12][C:13]2[CH:18]=[CH:17][C:16]([O:19][CH3:20])=[CH:15][CH:14]=2)[C:6]=1[C:21](=[O:23])[CH3:22].[C:24](=S)=[S:25].CI.[CH3:29][S:30]([CH3:32])=O. Product: [CH3:3][O:4][C:5]1[CH:10]=[CH:9][CH:8]=[C:7]([O:11][CH2:12][C:13]2[CH:14]=[CH:15][C:16]([O:19][CH3:20])=[CH:17][CH:18]=2)[C:6]=1[C:21](=[O:23])[CH:22]=[C:29]([S:25][CH3:24])[S:30][CH3:32]. The catalyst class is: 6.